This data is from Forward reaction prediction with 1.9M reactions from USPTO patents (1976-2016). The task is: Predict the product of the given reaction. (1) The product is: [CH3:1][N:2]1[CH2:8][CH2:7][CH2:6][N:5]([C:9]2[CH:14]=[CH:13][N:12]3[N:15]=[CH:16][C:17]([CH:18]=[C:24]4[S:20][C:21](=[O:26])[NH:22][C:23]4=[O:25])=[C:11]3[N:10]=2)[CH2:4][CH2:3]1. Given the reactants [CH3:1][N:2]1[CH2:8][CH2:7][CH2:6][N:5]([C:9]2[CH:14]=[CH:13][N:12]3[N:15]=[CH:16][C:17]([CH:18]=O)=[C:11]3[N:10]=2)[CH2:4][CH2:3]1.[S:20]1[CH2:24][C:23](=[O:25])[NH:22][C:21]1=[O:26].N1CCCCC1, predict the reaction product. (2) Given the reactants C([O:3][C:4]([C@:6]1([NH2:30])[C@H:11]([S:12]([CH2:15][C:16]2[CH:21]=[CH:20][C:19]([Cl:22])=[C:18]([Cl:23])[CH:17]=2)(=[O:14])=[O:13])[CH2:10][C@@H:9]2[C@H:7]1[C@@:8]2([F:29])[C:24]([O:26]CC)=[O:25])=[O:5])C.[OH-].[Na+], predict the reaction product. The product is: [NH2:30][C@@:6]1([C:4]([OH:5])=[O:3])[C@H:11]([S:12]([CH2:15][C:16]2[CH:21]=[CH:20][C:19]([Cl:22])=[C:18]([Cl:23])[CH:17]=2)(=[O:14])=[O:13])[CH2:10][C@@H:9]2[C@H:7]1[C@@:8]2([F:29])[C:24]([OH:26])=[O:25]. (3) Given the reactants [ClH:1].[CH3:2][O:3][C:4]1[CH:5]=[C:6](/[C:12](=[CH:15]/[C:16]2[O:17][C:18]([N:21]3[CH2:26][CH2:25][N:24]([CH2:27][CH2:28][OH:29])[CH2:23][CH2:22]3)=[CH:19][CH:20]=2)/[C:13]#[N:14])[CH:7]=[CH:8][C:9]=1[O:10][CH3:11], predict the reaction product. The product is: [ClH:1].[CH3:2][O:3][C:4]1[CH:5]=[C:6](/[C:12](=[CH:15]/[C:16]2[O:17][C:18]([N:21]3[CH2:26][CH2:25][N:24]([CH2:27][CH2:28][OH:29])[CH2:23][CH2:22]3)=[CH:19][CH:20]=2)/[C:13]#[N:14])[CH:7]=[CH:8][C:9]=1[O:10][CH3:11]. (4) Given the reactants FC(F)(F)S(O[C:7]1[CH:12]=[CH:11][C:10]([N:13]2[C:19](=[O:20])[C:18]3[C:21]([NH2:25])=[N:22][CH:23]=[N:24][C:17]=3[O:16][C@H:15]([CH3:26])[CH2:14]2)=[CH:9][C:8]=1[C:27]#[N:28])(=O)=O.[Cl:31][C:32]1[CH:37]=[CH:36][CH:35]=[CH:34][C:33]=1B(O)O.P([O-])([O-])([O-])=O.[K+].[K+].[K+].CO, predict the reaction product. The product is: [NH2:25][C:21]1[C:18]2[C:19](=[O:20])[N:13]([C:10]3[CH:9]=[C:8]([C:27]#[N:28])[C:7]([C:33]4[CH:34]=[CH:35][CH:36]=[CH:37][C:32]=4[Cl:31])=[CH:12][CH:11]=3)[CH2:14][C@@H:15]([CH3:26])[O:16][C:17]=2[N:24]=[CH:23][N:22]=1. (5) Given the reactants [C:1]([O:5][C:6]([NH:8][N:9]=[C:10]1[CH2:15][CH2:14][C:13]([F:17])([F:16])[CH2:12][CH2:11]1)=[O:7])([CH3:4])([CH3:3])[CH3:2], predict the reaction product. The product is: [C:1]([O:5][C:6]([NH:8][NH:9][CH:10]1[CH2:11][CH2:12][C:13]([F:16])([F:17])[CH2:14][CH2:15]1)=[O:7])([CH3:4])([CH3:2])[CH3:3]. (6) Given the reactants Cl.[Br:2][C:3]1[CH:8]=[CH:7][C:6]([NH:9]N)=[CH:5][CH:4]=1.[CH2:11]([CH:13]([CH2:17][CH3:18])[C:14](=O)[CH3:15])[CH3:12], predict the reaction product. The product is: [Br:2][C:3]1[CH:8]=[C:7]2[C:6](=[CH:5][CH:4]=1)[NH:9][CH:11]([CH3:12])[C:13]2([CH2:17][CH3:18])[CH2:14][CH3:15].